From a dataset of Forward reaction prediction with 1.9M reactions from USPTO patents (1976-2016). Predict the product of the given reaction. (1) Given the reactants [C:1]1([C:22]2[CH:27]=[CH:26][CH:25]=[CH:24][CH:23]=2)[CH:6]=[CH:5][CH:4]=[CH:3][C:2]=1[NH:7][C:8]([O:10][CH:11]1[CH2:16][CH2:15][N:14]([CH2:17][CH2:18][C:19](O)=[O:20])[CH2:13][CH2:12]1)=[O:9].C(N(CC)C(C)C)(C)C.[I-].ClC1C=CC=C[N+]=1C.Cl.[CH:47]1[C:59]2[CH:58]([CH2:60][O:61][C:62](=[O:69])[NH:63][CH2:64][CH2:65][CH2:66][NH:67][CH3:68])[C:57]3[C:52](=[CH:53][CH:54]=[CH:55][CH:56]=3)[C:51]=2[CH:50]=[CH:49][CH:48]=1, predict the reaction product. The product is: [CH:56]1[C:57]2[CH:58]([CH2:60][O:61][C:62]([NH:63][CH2:64][CH2:65][CH2:66][N:67]([CH3:68])[C:19]([CH2:18][CH2:17][N:14]3[CH2:13][CH2:12][CH:11]([O:10][C:8](=[O:9])[NH:7][C:2]4[CH:3]=[CH:4][CH:5]=[CH:6][C:1]=4[C:22]4[CH:27]=[CH:26][CH:25]=[CH:24][CH:23]=4)[CH2:16][CH2:15]3)=[O:20])=[O:69])[C:59]3[C:51](=[CH:50][CH:49]=[CH:48][CH:47]=3)[C:52]=2[CH:53]=[CH:54][CH:55]=1. (2) Given the reactants [Cl:1][CH2:2][C:3](=[N:5][OH:6])[NH2:4].C(Cl)[C:8]1[CH:13]=[CH:12][CH:11]=[N:10][CH:9]=1.[C:15]1(C)C=CC=CC=1, predict the reaction product. The product is: [Cl:1][CH2:2][C:3]1[N:4]=[C:15]([C:9]2[CH:8]=[CH:13][CH:12]=[CH:11][N:10]=2)[O:6][N:5]=1. (3) Given the reactants [Cl:1][C:2]1[CH:20]=[C:19]([F:21])[C:18]([N:22]2[C:27](=[O:28])[CH:26]=[C:25]([C:29]([F:32])([F:31])[F:30])[N:24]([CH3:33])[C:23]2=[O:34])=[CH:17][C:3]=1[O:4][C:5]1[CH:16]=[CH:15][CH:14]=[CH:13][C:6]=1[O:7][CH2:8][C:9]([O:11]C)=[O:10].Cl.O.C(OCC)(=O)C, predict the reaction product. The product is: [Cl:1][C:2]1[CH:20]=[C:19]([F:21])[C:18]([N:22]2[C:27](=[O:28])[CH:26]=[C:25]([C:29]([F:30])([F:31])[F:32])[N:24]([CH3:33])[C:23]2=[O:34])=[CH:17][C:3]=1[O:4][C:5]1[CH:16]=[CH:15][CH:14]=[CH:13][C:6]=1[O:7][CH2:8][C:9]([OH:11])=[O:10]. (4) Given the reactants C(OC(=O)[NH:7][C:8]1[CH:13]=[CH:12][CH:11]=[CH:10][C:9]=1[NH:14][C:15]([C:17]1[CH:26]=[CH:25][C:20]2[N:21]=[C:22](N)[S:23][C:19]=2[CH:18]=1)=[O:16])(C)(C)C.[F:28][C:29]([F:40])([F:39])[O:30][C:31]1[CH:38]=[CH:37][C:34](C=O)=[CH:33][CH:32]=1.C([Sn](Cl)(Cl)CCCC)CCC.C1([SiH3])C=CC=CC=1, predict the reaction product. The product is: [NH2:7][C:8]1[CH:13]=[CH:12][CH:11]=[CH:10][C:9]=1[NH:14][C:15]([C:17]1[CH:26]=[CH:25][C:20]2[N:21]=[C:22]([C:34]3[CH:33]=[CH:32][C:31]([O:30][C:29]([F:28])([F:39])[F:40])=[CH:38][CH:37]=3)[S:23][C:19]=2[CH:18]=1)=[O:16]. (5) The product is: [C:1]([C:3]1[CH:4]=[N:5][C:6]2[C:11]([CH:12]=1)=[CH:10][C:9]([O:13][CH:14]([S:18][CH3:19])[C:15]([NH:37][C:38]([C:41]1[CH:45]=[C:44]([C:46]([O:48][CH3:49])=[O:47])[S:43][N:42]=1)([CH3:40])[CH3:39])=[O:17])=[CH:8][CH:7]=2)#[CH:2]. Given the reactants [C:1]([C:3]1[CH:4]=[N:5][C:6]2[C:11]([CH:12]=1)=[CH:10][C:9]([O:13][CH:14]([S:18][CH3:19])[C:15]([OH:17])=O)=[CH:8][CH:7]=2)#[CH:2].CCN(CC)CC.C1C=NC2N(O)N=NC=2C=1.[NH2:37][C:38]([C:41]1[CH:45]=[C:44]([C:46]([O:48][CH3:49])=[O:47])[S:43][N:42]=1)([CH3:40])[CH3:39].CCN=C=NCCCN(C)C, predict the reaction product.